From a dataset of NCI-60 drug combinations with 297,098 pairs across 59 cell lines. Regression. Given two drug SMILES strings and cell line genomic features, predict the synergy score measuring deviation from expected non-interaction effect. (1) Drug 1: COC1=CC(=CC(=C1O)OC)C2C3C(COC3=O)C(C4=CC5=C(C=C24)OCO5)OC6C(C(C7C(O6)COC(O7)C8=CC=CS8)O)O. Drug 2: CC1=CC=C(C=C1)C2=CC(=NN2C3=CC=C(C=C3)S(=O)(=O)N)C(F)(F)F. Cell line: OVCAR-4. Synergy scores: CSS=4.24, Synergy_ZIP=-3.44, Synergy_Bliss=-3.20, Synergy_Loewe=-1.50, Synergy_HSA=-1.46. (2) Cell line: SK-MEL-2. Synergy scores: CSS=13.1, Synergy_ZIP=-4.44, Synergy_Bliss=0.642, Synergy_Loewe=0.742, Synergy_HSA=2.10. Drug 1: CC1=C(C=C(C=C1)C(=O)NC2=CC(=CC(=C2)C(F)(F)F)N3C=C(N=C3)C)NC4=NC=CC(=N4)C5=CN=CC=C5. Drug 2: CN(CCCl)CCCl.Cl. (3) Drug 1: COC1=CC(=CC(=C1O)OC)C2C3C(COC3=O)C(C4=CC5=C(C=C24)OCO5)OC6C(C(C7C(O6)COC(O7)C8=CC=CS8)O)O. Drug 2: CC1=CC2C(CCC3(C2CCC3(C(=O)C)OC(=O)C)C)C4(C1=CC(=O)CC4)C. Cell line: HL-60(TB). Synergy scores: CSS=69.0, Synergy_ZIP=11.4, Synergy_Bliss=9.92, Synergy_Loewe=-30.3, Synergy_HSA=8.72. (4) Drug 1: CN(C)N=NC1=C(NC=N1)C(=O)N. Drug 2: COC1=NC(=NC2=C1N=CN2C3C(C(C(O3)CO)O)O)N. Cell line: SK-MEL-28. Synergy scores: CSS=-5.02, Synergy_ZIP=-1.62, Synergy_Bliss=-7.22, Synergy_Loewe=-14.0, Synergy_HSA=-7.45. (5) Drug 2: CCC(=C(C1=CC=CC=C1)C2=CC=C(C=C2)OCCN(C)C)C3=CC=CC=C3.C(C(=O)O)C(CC(=O)O)(C(=O)O)O. Drug 1: C1CCC(CC1)NC(=O)N(CCCl)N=O. Synergy scores: CSS=6.58, Synergy_ZIP=-4.89, Synergy_Bliss=-5.37, Synergy_Loewe=-5.50, Synergy_HSA=-5.54. Cell line: SN12C. (6) Drug 1: CN1CCC(CC1)COC2=C(C=C3C(=C2)N=CN=C3NC4=C(C=C(C=C4)Br)F)OC. Drug 2: CNC(=O)C1=CC=CC=C1SC2=CC3=C(C=C2)C(=NN3)C=CC4=CC=CC=N4. Cell line: NCIH23. Synergy scores: CSS=8.60, Synergy_ZIP=1.77, Synergy_Bliss=6.02, Synergy_Loewe=2.68, Synergy_HSA=4.38.